From a dataset of NCI-60 drug combinations with 297,098 pairs across 59 cell lines. Regression. Given two drug SMILES strings and cell line genomic features, predict the synergy score measuring deviation from expected non-interaction effect. Drug 1: CC12CCC3C(C1CCC2O)C(CC4=C3C=CC(=C4)O)CCCCCCCCCS(=O)CCCC(C(F)(F)F)(F)F. Drug 2: CC1C(C(CC(O1)OC2CC(CC3=C2C(=C4C(=C3O)C(=O)C5=CC=CC=C5C4=O)O)(C(=O)C)O)N)O. Cell line: HL-60(TB). Synergy scores: CSS=41.4, Synergy_ZIP=0.380, Synergy_Bliss=-3.56, Synergy_Loewe=-22.3, Synergy_HSA=-4.00.